From a dataset of Catalyst prediction with 721,799 reactions and 888 catalyst types from USPTO. Predict which catalyst facilitates the given reaction. (1) Product: [NH:1]1[C:5]2[CH:6]=[CH:7][C:8]([C:10]([N:12]3[CH2:13][C@H:14]4[C@H:20]([CH2:19][CH2:18][N:17]([C:22](=[O:36])/[CH:23]=[CH:24]/[C:25]5[CH:30]=[CH:29][C:28]([S:31]([C:32]([F:35])([F:34])[F:33])=[O:37])=[CH:27][CH:26]=5)[CH2:16][CH2:15]4)[CH2:21]3)=[O:11])=[CH:9][C:4]=2[N:3]=[N:2]1. The catalyst class is: 15. Reactant: [NH:1]1[C:5]2[CH:6]=[CH:7][C:8]([C:10]([N:12]3[CH2:21][C@H:20]4[C@H:14]([CH2:15][CH2:16][N:17]([C:22](=[O:36])/[CH:23]=[CH:24]/[C:25]5[CH:30]=[CH:29][C:28]([S:31][C:32]([F:35])([F:34])[F:33])=[CH:27][CH:26]=5)[CH2:18][CH2:19]4)[CH2:13]3)=[O:11])=[CH:9][C:4]=2[N:3]=[N:2]1.[OH:37]O. (2) Reactant: C(OC([N:8]1[CH2:13][CH2:12][N:11]([CH2:14][C:15]2[C:16]([C:36]3[CH:41]=[CH:40][CH:39]=[CH:38][CH:37]=3)=[N:17][C:18]3[C:23]([C:24]=2[C:25](=[O:35])[NH:26][C@H:27]([CH:29]2[CH2:34][CH2:33][CH2:32][CH2:31][CH2:30]2)[CH3:28])=[CH:22][CH:21]=[CH:20][CH:19]=3)[CH2:10][CH2:9]1)=O)(C)(C)C.C(Cl)Cl.CO.[NH4+].[OH-]. Product: [CH:29]1([C@@H:27]([NH:26][C:25]([C:24]2[C:23]3[C:18](=[CH:19][CH:20]=[CH:21][CH:22]=3)[N:17]=[C:16]([C:36]3[CH:37]=[CH:38][CH:39]=[CH:40][CH:41]=3)[C:15]=2[CH2:14][N:11]2[CH2:12][CH2:13][NH:8][CH2:9][CH2:10]2)=[O:35])[CH3:28])[CH2:34][CH2:33][CH2:32][CH2:31][CH2:30]1. The catalyst class is: 157. (3) Reactant: [Cl:1][C:2]1[CH:3]=[CH:4][C:5]([O:10][CH2:11][C:12]([N:14]2[CH2:19][C@H:18]([CH3:20])[N:17]([CH2:21][C:22]3[CH:27]=[CH:26][C:25]([F:28])=[CH:24][CH:23]=3)[CH2:16][C@H:15]2[CH3:29])=[O:13])=[C:6]([CH:9]=1)[CH:7]=O.C([O-])(=O)C.[NH4+].C([BH3-])#[N:36].[Na+]. Product: [NH2:36][CH2:7][C:6]1[CH:9]=[C:2]([Cl:1])[CH:3]=[CH:4][C:5]=1[O:10][CH2:11][C:12]([N:14]1[CH2:19][C@H:18]([CH3:20])[N:17]([CH2:21][C:22]2[CH:23]=[CH:24][C:25]([F:28])=[CH:26][CH:27]=2)[CH2:16][C@H:15]1[CH3:29])=[O:13]. The catalyst class is: 5. (4) Reactant: C(C1C=C[C:8]([OH:11])=CC=1)(C)(C)C.[OH:12][C:13]1[CH:18]=[CH:17][C:16](C([C:16]2[CH:17]=[CH:18][C:13]([OH:12])=[CH:14][CH:15]=2)(C)C)=[CH:15][CH:14]=1.C=O.[OH-].[Na+]. Product: [CH2:8]=[O:11].[C:13]1([OH:12])[CH:18]=[CH:17][CH:16]=[CH:15][CH:14]=1. The catalyst class is: 113. (5) Reactant: C([O:8][C:9]1[CH:10]=[N:11][CH:12]=[C:13]([O:24]CC2C=CC=CC=2)[C:14]=1[CH2:15][O:16][Si:17]([C:20]([CH3:23])([CH3:22])[CH3:21])([CH3:19])[CH3:18])C1C=CC=CC=1. Product: [Si:17]([O:16][CH2:15][C:14]1[C:9]([OH:8])=[CH:10][N:11]=[CH:12][C:13]=1[OH:24])([C:20]([CH3:23])([CH3:22])[CH3:21])([CH3:19])[CH3:18]. The catalyst class is: 591. (6) Reactant: F[C:2]1[C:9]([F:10])=[CH:8][CH:7]=[C:6]([F:11])[C:3]=1[C:4]#[N:5].C(=O)([O-])[O-].[K+].[K+].[C:18]([O:22][C:23]([N:25]1[CH2:30][CH2:29][NH:28][CH2:27][CH2:26]1)=[O:24])([CH3:21])([CH3:20])[CH3:19]. Product: [C:18]([O:22][C:23]([N:25]1[CH2:30][CH2:29][N:28]([C:2]2[C:9]([F:10])=[CH:8][CH:7]=[C:6]([F:11])[C:3]=2[C:4]#[N:5])[CH2:27][CH2:26]1)=[O:24])([CH3:21])([CH3:19])[CH3:20]. The catalyst class is: 3. (7) Reactant: [Br:1][C:2]1[CH:7]=[CH:6][C:5]([OH:8])=[C:4]([CH2:9][OH:10])[CH:3]=1.[OH-].[Na+].[CH2:13](Br)[C:14]1[CH:19]=[CH:18][CH:17]=[CH:16][CH:15]=1. Product: [Br:1][C:2]1[CH:7]=[CH:6][C:5]([O:8][CH2:13][C:14]2[CH:19]=[CH:18][CH:17]=[CH:16][CH:15]=2)=[C:4]([CH2:9][OH:10])[CH:3]=1. The catalyst class is: 40.